Dataset: Forward reaction prediction with 1.9M reactions from USPTO patents (1976-2016). Task: Predict the product of the given reaction. (1) Given the reactants [C:1]1([CH3:11])[CH:6]=[CH:5]C(S(O)(=O)=O)=C[CH:2]=1.[CH3:12][C:13]([CH3:15])=[O:14].[OH2:16], predict the reaction product. The product is: [CH:1]12[CH2:11][CH:15]([CH:5]=[CH:6]1)[C:13](=[O:14])[CH2:12][C:2]2=[O:16]. (2) Given the reactants CC(C)([S@@]([NH:6][C@@H:7]([C:20]1[CH:25]=[CH:24][CH:23]=[CH:22][CH:21]=1)[C:8]1[CH:9]=[C:10]([P:14]([CH3:19])(=[O:18])[O:15][CH2:16][CH3:17])[CH:11]=[CH:12][CH:13]=1)=O)C, predict the reaction product. The product is: [NH2:6][C@@H:7]([C:20]1[CH:21]=[CH:22][CH:23]=[CH:24][CH:25]=1)[C:8]1[CH:9]=[C:10]([P:14]([CH3:19])(=[O:18])[O:15][CH2:16][CH3:17])[CH:11]=[CH:12][CH:13]=1.